The task is: Predict the reaction yield, written as a fraction of the theoretical maximum amount of product (1.0 means a 100% yield; for example, 0.34 means a 34% yield).. This data is from Reaction yield outcomes from USPTO patents with 853,638 reactions. (1) The product is [C:2]1([C:23]2[CH:28]=[CH:27][CH:26]=[CH:25][CH:24]=2)[CH:22]=[CH:21][C:5]([CH2:6][S:7]([NH:10][C:11]2[CH:19]=[CH:18][C:14]([C:15]([OH:17])=[O:16])=[C:13]([OH:20])[CH:12]=2)(=[O:9])=[O:8])=[CH:4][CH:3]=1. The yield is 0.900. The reactants are Br[C:2]1[CH:22]=[CH:21][C:5]([CH2:6][S:7]([NH:10][C:11]2[CH:19]=[CH:18][C:14]([C:15]([OH:17])=[O:16])=[C:13]([OH:20])[CH:12]=2)(=[O:9])=[O:8])=[CH:4][CH:3]=1.[C:23]1(B(O)O)[CH:28]=[CH:27][CH:26]=[CH:25][CH:24]=1.CCN(C(C)C)C(C)C.C(Cl)Cl. The catalyst is C1C=CC(P(C2C=CC=CC=2)[C-]2C=CC=C2)=CC=1.C1C=CC(P(C2C=CC=CC=2)[C-]2C=CC=C2)=CC=1.Cl[Pd]Cl.[Fe+2]. (2) The reactants are [Cl:1][C:2]1[CH:3]=[C:4]([NH:9][C:10]2[C:19]3[C:14](=[CH:15][C:16]([O:22][CH2:23][C:24]#[N:25])=[C:17]([O:20][CH3:21])[CH:18]=3)[N:13]=[CH:12][N:11]=2)[CH:5]=[CH:6][C:7]=1[Cl:8].[NH2:26][OH:27]. The catalyst is CCO. The product is [Cl:1][C:2]1[CH:3]=[C:4]([NH:9][C:10]2[C:19]3[C:14](=[CH:15][C:16]([O:22][CH2:23][C:24](=[NH:25])[NH:26][OH:27])=[C:17]([O:20][CH3:21])[CH:18]=3)[N:13]=[CH:12][N:11]=2)[CH:5]=[CH:6][C:7]=1[Cl:8]. The yield is 0.900. (3) The reactants are [NH2:1][C:2]1[S:3][C:4]([C:13]([NH:15][NH2:16])=[O:14])=[C:5]([C:7]2[CH:12]=[CH:11][CH:10]=[CH:9][CH:8]=2)[N:6]=1.C(N(CC)CC)C.[C:24](N1C=CN=C1)(N1C=CN=C1)=[O:25]. The catalyst is O1CCCC1. The product is [NH2:1][C:2]1[S:3][C:4]([C:13]2[O:14][C:24](=[O:25])[NH:16][N:15]=2)=[C:5]([C:7]2[CH:12]=[CH:11][CH:10]=[CH:9][CH:8]=2)[N:6]=1. The yield is 0.200.